From a dataset of TCR-epitope binding with 47,182 pairs between 192 epitopes and 23,139 TCRs. Binary Classification. Given a T-cell receptor sequence (or CDR3 region) and an epitope sequence, predict whether binding occurs between them. (1) The epitope is RQLLFVVEV. The TCR CDR3 sequence is CASSFDRQAELFF. Result: 0 (the TCR does not bind to the epitope). (2) Result: 1 (the TCR binds to the epitope). The TCR CDR3 sequence is CASSSRDREETQYF. The epitope is TPQDLNTML. (3) The epitope is KLWAQCVQL. The TCR CDR3 sequence is CASGLGLAGEDTQYF. Result: 1 (the TCR binds to the epitope). (4) The epitope is TFYLTNDVSFL. The TCR CDR3 sequence is CASSLGGAEAFF. Result: 1 (the TCR binds to the epitope). (5) The epitope is IIKDYGKQM. The TCR CDR3 sequence is CASSVIGGTYEQYF. Result: 0 (the TCR does not bind to the epitope).